From a dataset of Peptide-MHC class II binding affinity with 134,281 pairs from IEDB. Regression. Given a peptide amino acid sequence and an MHC pseudo amino acid sequence, predict their binding affinity value. This is MHC class II binding data. (1) The peptide sequence is YMDVISRRDQRGSGQ. The MHC is DRB3_0301 with pseudo-sequence DRB3_0301. The binding affinity (normalized) is 0.468. (2) The peptide sequence is VRAVAESHGVAAVLF. The MHC is DRB3_0101 with pseudo-sequence DRB3_0101. The binding affinity (normalized) is 0.138. (3) The peptide sequence is GKREKKLSEFGKAKG. The MHC is DRB3_0101 with pseudo-sequence DRB3_0101. The binding affinity (normalized) is 0.136. (4) The peptide sequence is VDKIDAAFKIAATAA. The MHC is DRB5_0101 with pseudo-sequence DRB5_0101. The binding affinity (normalized) is 0.571. (5) The peptide sequence is REEVFDERAANFENH. The MHC is DRB1_1301 with pseudo-sequence DRB1_1301. The binding affinity (normalized) is 0. (6) The binding affinity (normalized) is 0.400. The MHC is DRB1_0101 with pseudo-sequence DRB1_0101. The peptide sequence is SKFMQEINIEEQEYQ.